Regression. Given a peptide amino acid sequence and an MHC pseudo amino acid sequence, predict their binding affinity value. This is MHC class I binding data. From a dataset of Peptide-MHC class I binding affinity with 185,985 pairs from IEDB/IMGT. (1) The peptide sequence is YPGIKVRQL. The MHC is HLA-A33:01 with pseudo-sequence HLA-A33:01. The binding affinity (normalized) is 0. (2) The peptide sequence is RARKRGITM. The MHC is HLA-B40:01 with pseudo-sequence HLA-B40:01. The binding affinity (normalized) is 0.0847. (3) The peptide sequence is SVLSSITNI. The MHC is H-2-Kd with pseudo-sequence H-2-Kd. The binding affinity (normalized) is 0.599. (4) The binding affinity (normalized) is 0.817. The MHC is HLA-A30:02 with pseudo-sequence HLA-A30:02. The peptide sequence is KIQNFRVYY. (5) The peptide sequence is DIVNGKECCY. The MHC is HLA-A11:01 with pseudo-sequence HLA-A11:01. The binding affinity (normalized) is 0.